This data is from Forward reaction prediction with 1.9M reactions from USPTO patents (1976-2016). The task is: Predict the product of the given reaction. (1) Given the reactants [Cl:1][C:2]1[CH:3]=[C:4]([S:9]([N:12]2[CH:25]([CH2:26][C:27]([OH:29])=O)[C:24]3[C:19](=[CH:20][CH:21]=[CH:22][CH:23]=3)[C:18]3[CH:17]=[CH:16][CH:15]=[CH:14][C:13]2=3)(=[O:11])=[O:10])[CH:5]=[CH:6][C:7]=1[Cl:8].Cl.Cl.[NH:32]1[CH2:36][CH2:35][N:34]=[C:33]1[C:37]1[CH:42]=[CH:41][C:40]([CH2:43][CH2:44][NH2:45])=[CH:39][CH:38]=1, predict the reaction product. The product is: [ClH:1].[Cl:1][C:2]1[CH:3]=[C:4]([S:9]([N:12]2[CH:25]([CH2:26][C:27]([NH:45][CH2:44][CH2:43][C:40]3[CH:41]=[CH:42][C:37]([C:33]4[NH:34][CH2:35][CH2:36][N:32]=4)=[CH:38][CH:39]=3)=[O:29])[C:24]3[C:19](=[CH:20][CH:21]=[CH:22][CH:23]=3)[C:18]3[CH:17]=[CH:16][CH:15]=[CH:14][C:13]2=3)(=[O:10])=[O:11])[CH:5]=[CH:6][C:7]=1[Cl:8]. (2) Given the reactants C[O:2][C:3](=[O:51])[C@@H:4]([NH:20][C:21]([C@@H:23]1[CH2:32][C:31]2[CH:30]=[C:29]3[O:33][CH2:34][C@H:35]([C:37]4[CH:42]=[CH:41][C:40]([O:43][CH2:44][CH:45]5[CH2:50][CH2:49][CH2:48][CH2:47][CH2:46]5)=[CH:39][CH:38]=4)[O:36][C:28]3=[CH:27][C:26]=2[CH2:25][NH:24]1)=[O:22])[CH2:5][C:6]1[CH:11]=[CH:10][C:9]([C:12]2[CH:17]=[CH:16][N:15]=[C:14]([CH3:18])[C:13]=2[CH3:19])=[CH:8][CH:7]=1.[N:52]([C@@H:55]([C:57]1[CH:62]=[CH:61][CH:60]=[CH:59][CH:58]=1)[CH3:56])=[C:53]=[O:54], predict the reaction product. The product is: [CH:45]1([CH2:44][O:43][C:40]2[CH:41]=[CH:42][C:37]([C@H:35]3[CH2:34][O:33][C:29]4=[CH:30][C:31]5[CH2:32][C@@H:23]([C:21]([NH:20][C@@H:4]([CH2:5][C:6]6[CH:7]=[CH:8][C:9]([C:12]7[CH:17]=[CH:16][N:15]=[C:14]([CH3:18])[C:13]=7[CH3:19])=[CH:10][CH:11]=6)[C:3]([OH:2])=[O:51])=[O:22])[N:24]([C:53](=[O:54])[NH:52][C@@H:55]([C:57]6[CH:62]=[CH:61][CH:60]=[CH:59][CH:58]=6)[CH3:56])[CH2:25][C:26]=5[CH:27]=[C:28]4[O:36]3)=[CH:38][CH:39]=2)[CH2:46][CH2:47][CH2:48][CH2:49][CH2:50]1. (3) Given the reactants [CH3:1][C:2]1[CH:3]=[C:4]([CH2:10][C:11]([OH:13])=[O:12])[CH:5]=[CH:6][C:7]=1[O:8]C.B(Br)(Br)Br, predict the reaction product. The product is: [OH:8][C:7]1[CH:6]=[CH:5][C:4]([CH2:10][C:11]([OH:13])=[O:12])=[CH:3][C:2]=1[CH3:1]. (4) Given the reactants Cl[CH2:2][CH2:3][CH2:4][CH2:5][CH2:6][C:7]([O:9][CH3:10])=[O:8].[CH2:11]([P:18]([O:22][CH3:23])(=[O:21])[O:19][CH3:20])[P:12]([O:16][CH3:17])(=[O:15])[O:13][CH3:14], predict the reaction product. The product is: [CH3:10][O:9][C:7]([CH2:6][CH2:5][CH2:4][CH2:3][CH2:2][CH:11]([P:12]([O:13][CH3:14])(=[O:15])[O:16][CH3:17])[P:18]([O:22][CH3:23])(=[O:21])[O:19][CH3:20])=[O:8]. (5) Given the reactants C1C[N:4]([P+](ON2N=NC3C=CC=CC2=3)(N2CCCC2)N2CCCC2)CC1.F[P-](F)(F)(F)(F)F.[C:34]([O:38][C:39]([N:41]1[CH2:44][CH:43]([CH2:45][C:46]([OH:48])=O)[CH2:42]1)=[O:40])([CH3:37])([CH3:36])[CH3:35], predict the reaction product. The product is: [NH2:4][C:46](=[O:48])[CH2:45][CH:43]1[CH2:44][N:41]([C:39]([O:38][C:34]([CH3:37])([CH3:36])[CH3:35])=[O:40])[CH2:42]1. (6) Given the reactants [Br:1][C:2]1[C:3](F)=[C:4]2[C:10]([NH:11][C:12]([C:14]3[CH:18]=[C:17]([CH3:19])[O:16][N:15]=3)=[O:13])=[CH:9][NH:8][C:5]2=[N:6][CH:7]=1.[NH:21]1[CH2:26][CH2:25][CH2:24][C@@H:23]([NH:27][C:28](=[O:34])[O:29][C:30]([CH3:33])([CH3:32])[CH3:31])[CH2:22]1, predict the reaction product. The product is: [Br:1][C:2]1[C:3]([N:21]2[CH2:26][CH2:25][CH2:24][C@@H:23]([NH:27][C:28](=[O:34])[O:29][C:30]([CH3:32])([CH3:31])[CH3:33])[CH2:22]2)=[C:4]2[C:10]([NH:11][C:12]([C:14]3[CH:18]=[C:17]([CH3:19])[O:16][N:15]=3)=[O:13])=[CH:9][NH:8][C:5]2=[N:6][CH:7]=1. (7) Given the reactants [Cl:1][C:2]1[C:11]([OH:12])=[CH:10][CH:9]=[C:8]2[C:3]=1[CH:4]=[CH:5][C:6]([C:13]#[N:14])=[CH:7]2.C([O-])([O-])=O.[K+].[K+].Br[CH2:22][CH2:23][NH:24][C:25](=[O:31])[O:26][C:27]([CH3:30])([CH3:29])[CH3:28], predict the reaction product. The product is: [Cl:1][C:2]1[C:3]2[C:8](=[CH:7][C:6]([C:13]#[N:14])=[CH:5][CH:4]=2)[CH:9]=[CH:10][C:11]=1[O:12][CH2:22][CH2:23][NH:24][C:25](=[O:31])[O:26][C:27]([CH3:30])([CH3:29])[CH3:28]. (8) Given the reactants [Br:1][C:2]1[N:7]=[C:6]2[NH:8][CH:9]=[C:10]([C:11]#[N:12])[C:5]2=[CH:4][CH:3]=1.Br[CH2:14][C:15]1[CH:20]=[CH:19][CH:18]=[C:17]([F:21])[CH:16]=1, predict the reaction product. The product is: [Br:1][C:2]1[N:7]=[C:6]2[N:8]([CH2:14][C:15]3[CH:20]=[CH:19][CH:18]=[C:17]([F:21])[CH:16]=3)[CH:9]=[C:10]([C:11]#[N:12])[C:5]2=[CH:4][CH:3]=1.